From a dataset of Forward reaction prediction with 1.9M reactions from USPTO patents (1976-2016). Predict the product of the given reaction. Given the reactants [CH2:1]([O:8][N:9]1[C:14]2[N:15]=[C:16]([CH3:19])[N:17]=[CH:18][C:13]=2[C:12](OS(C(F)(F)F)(=O)=O)=[C:11]([C:28]([O:30][CH2:31][CH3:32])=[O:29])[C:10]1=[O:33])[C:2]1[CH:7]=[CH:6][CH:5]=[CH:4][CH:3]=1.[CH3:34][O:35][C:36]1[CH:43]=[CH:42][C:39]([CH2:40][NH2:41])=[CH:38][CH:37]=1, predict the reaction product. The product is: [CH2:1]([O:8][N:9]1[C:14]2[N:15]=[C:16]([CH3:19])[N:17]=[CH:18][C:13]=2[C:12]([NH:41][CH2:40][C:39]2[CH:42]=[CH:43][C:36]([O:35][CH3:34])=[CH:37][CH:38]=2)=[C:11]([C:28]([O:30][CH2:31][CH3:32])=[O:29])[C:10]1=[O:33])[C:2]1[CH:7]=[CH:6][CH:5]=[CH:4][CH:3]=1.